From a dataset of Forward reaction prediction with 1.9M reactions from USPTO patents (1976-2016). Predict the product of the given reaction. Given the reactants [C:1]([O:5][C:6]([N:8]1[CH2:12][C@H:11]2[CH2:13][N:14]([C:16]3[CH:17]=[N:18][CH:19]=[C:20]([CH:24]=3)[C:21](O)=[O:22])[CH2:15][C@H:10]2[CH2:9]1)=[O:7])([CH3:4])([CH3:3])[CH3:2].[CH3:25][C:26]1[CH:27]=[C:28]([CH:30]=[C:31]([CH3:33])[CH:32]=1)[NH2:29], predict the reaction product. The product is: [CH3:25][C:26]1[CH:27]=[C:28]([NH:29][C:21]([C:20]2[CH:24]=[C:16]([N:14]3[CH2:15][C@@H:10]4[CH2:9][N:8]([C:6]([O:5][C:1]([CH3:4])([CH3:2])[CH3:3])=[O:7])[CH2:12][C@@H:11]4[CH2:13]3)[CH:17]=[N:18][CH:19]=2)=[O:22])[CH:30]=[C:31]([CH3:33])[CH:32]=1.